This data is from Forward reaction prediction with 1.9M reactions from USPTO patents (1976-2016). The task is: Predict the product of the given reaction. (1) Given the reactants Br[C:2]1[CH:3]=[CH:4][C:5]2[C:14]3[C:9](=[C:10]([CH3:15])[N:11]=[CH:12][CH:13]=3)[C:8](=[O:16])[N:7]([CH3:17])[C:6]=2[C:18]=1[F:19].[OH:20][CH2:21][C:22]([NH:28][C:29](=[O:35])[O:30][C:31]([CH3:34])([CH3:33])[CH3:32])([CH3:27])[CH2:23][CH:24]([CH3:26])[CH3:25].C(=O)([O-])[O-].[Cs+].[Cs+].C(P(C(C)(C)C)C1C=CC=CC=1C1C(C(C)C)=CC(C(C)C)=CC=1C(C)C)(C)(C)C, predict the reaction product. The product is: [F:19][C:18]1[C:6]2[N:7]([CH3:17])[C:8](=[O:16])[C:9]3[C:14]([C:5]=2[CH:4]=[CH:3][C:2]=1[O:20][CH2:21][C:22]([NH:28][C:29](=[O:35])[O:30][C:31]([CH3:32])([CH3:34])[CH3:33])([CH3:27])[CH2:23][CH:24]([CH3:25])[CH3:26])=[CH:13][CH:12]=[N:11][C:10]=3[CH3:15]. (2) Given the reactants [Br:1][C:2]1[CH:7]=[CH:6][C:5]([C:8]2[CH2:13][CH2:12][N:11]([C:14]([O:16][C:17]([CH3:20])([CH3:19])[CH3:18])=[O:15])[CH2:10][CH:9]=2)=[C:4]([N+:21]([O-])=O)[CH:3]=1.[Cl-].[NH4+], predict the reaction product. The product is: [NH2:21][C:4]1[CH:3]=[C:2]([Br:1])[CH:7]=[CH:6][C:5]=1[C:8]1[CH2:13][CH2:12][N:11]([C:14]([O:16][C:17]([CH3:20])([CH3:19])[CH3:18])=[O:15])[CH2:10][CH:9]=1. (3) Given the reactants C(O[C:6]([N:8]1[CH2:13][CH2:12][N:11]([C:14]2[CH:19]=[CH:18][C:17]([CH:20]=[O:21])=[CH:16][CH:15]=2)[CH2:10][CH2:9]1)=O)(C)(C)C.[H-].[H-].[H-].[H-].[Li+].[Al+3], predict the reaction product. The product is: [CH3:6][N:8]1[CH2:13][CH2:12][N:11]([C:14]2[CH:19]=[CH:18][C:17]([CH2:20][OH:21])=[CH:16][CH:15]=2)[CH2:10][CH2:9]1. (4) Given the reactants [F:1][C:2]([F:13])([F:12])[C:3]1[N:8]=[N:7][C:6]([CH2:9][C:10]#[N:11])=[CH:5][CH:4]=1.Br[CH2:15][CH2:16]Br.[OH-].[Na+], predict the reaction product. The product is: [F:13][C:2]([F:1])([F:12])[C:3]1[N:8]=[N:7][C:6]([C:9]2([C:10]#[N:11])[CH2:16][CH2:15]2)=[CH:5][CH:4]=1. (5) Given the reactants [F:1][C:2]1[CH:10]=[C:9]2[C:5]([CH:6]=[CH:7][NH:8]2)=[CH:4][CH:3]=1.[NH:11]1[CH2:16][CH2:15][C:14](=O)[CH2:13][CH2:12]1.[OH-].[K+], predict the reaction product. The product is: [F:1][C:2]1[CH:10]=[C:9]2[C:5]([C:6]([C:14]3[CH2:15][CH2:16][NH:11][CH2:12][CH:13]=3)=[CH:7][NH:8]2)=[CH:4][CH:3]=1.